From a dataset of Full USPTO retrosynthesis dataset with 1.9M reactions from patents (1976-2016). Predict the reactants needed to synthesize the given product. (1) Given the product [CH2:17]([C:16]1[C:10]2[CH2:9][NH:8][CH2:13][CH2:12][C:11]=2[NH:14][N:15]=1)[CH2:18][CH2:19][CH3:20], predict the reactants needed to synthesize it. The reactants are: C(OC([N:8]1[CH2:13][CH2:12][C:11]2[N:14](CC3C=CC(OC)=CC=3)[N:15]=[C:16]([CH2:17][CH2:18][CH2:19][CH3:20])[C:10]=2[CH2:9]1)=O)(C)(C)C. (2) Given the product [CH:1]1([CH2:4][N:5]2[C:10]3=[N:11][N:12]([CH2:26][C:20]4[C:19]5[C:23](=[CH:24][CH:25]=[C:17]([CH3:16])[CH:18]=5)[NH:22][CH:21]=4)[C:28]([C:30]4[N:34]([CH3:35])[CH:33]=[C:32]([C:36]([OH:38])=[O:37])[CH:31]=4)=[C:9]3[C:8](=[O:13])[N:7]([CH3:14])[C:6]2=[O:15])[CH2:2][CH2:3]1, predict the reactants needed to synthesize it. The reactants are: [CH:1]1([CH2:4][N:5]2[C:10]([NH:11][NH2:12])=[CH:9][C:8](=[O:13])[N:7]([CH3:14])[C:6]2=[O:15])[CH2:3][CH2:2]1.[CH3:16][C:17]1[CH:18]=[C:19]2[C:23](=[CH:24][CH:25]=1)[NH:22][CH:21]=[C:20]2[CH:26]=O.[CH:28]([C:30]1[N:34]([CH3:35])[CH:33]=[C:32]([C:36]([OH:38])=[O:37])[CH:31]=1)=O. (3) Given the product [I-:25].[CH3:1][O:2][C:3]1[C:4]2[C:12]3[CH:13]=[CH:14][CH:15]=[C:16]4[N+:17]([CH3:24])=[C:18]5[C:23]([CH:22]=[CH:21][CH:20]=[CH:19]5)=[C:10]([C:11]=34)[S:9][C:5]=2[CH:6]=[CH:7][CH:8]=1, predict the reactants needed to synthesize it. The reactants are: [CH3:1][O:2][C:3]1[C:4]2[C:12]3[CH:13]=[CH:14][CH:15]=[C:16]4[N:17]=[C:18]5[C:23]([CH:22]=[CH:21][CH:20]=[CH:19]5)=[C:10]([C:11]=34)[S:9][C:5]=2[CH:6]=[CH:7][CH:8]=1.[CH3:24][I:25]. (4) Given the product [OH:27][NH:26][C:1]([CH2:3][CH2:4][N:5]([CH3:24])[CH2:6][C@H:7]1[O:28][C@@H:10]([N:12]2[C:21]3[N:20]=[CH:19][N:18]=[C:16]([NH2:17])[C:15]=3[N:14]=[CH:13]2)[C@H:9]([OH:22])[C@@H:8]1[OH:23])=[NH:2], predict the reactants needed to synthesize it. The reactants are: [C:1]([CH2:3][CH2:4][N:5]([CH3:24])[CH2:6][C@H:7]1O[C@@H:10]([N:12]2[C:21]3[N:20]=[CH:19][N:18]=[C:16]([NH2:17])[C:15]=3[N:14]=[CH:13]2)[C@H:9]([OH:22])[C@@H:8]1[OH:23])#[N:2].Cl.[NH2:26][OH:27].[OH-:28].[K+]. (5) Given the product [CH2:8]([CH:5]1[NH:1][C:2](=[O:7])[CH2:3][CH2:4]1)[C:9]1[CH:14]=[CH:13][CH:12]=[CH:11][CH:10]=1, predict the reactants needed to synthesize it. The reactants are: [NH:1]1[C:5](=O)[CH2:4][CH2:3][C:2]1=[O:7].[CH2:8](Br)[C:9]1[CH:14]=[CH:13][CH:12]=[CH:11][CH:10]=1. (6) Given the product [Cl:1][C:2]1[CH:7]=[C:6]([N:8]2[CH:12]=[C:11]([C:13]3[N:17]=[CH:16][N:15]([CH2:32][O:31][CH2:30][CH2:29][Si:28]([CH3:35])([CH3:34])[CH3:27])[N:14]=3)[C:10]([C:18]3[CH:23]=[CH:22][CH:21]=[CH:20][C:19]=3[Cl:24])=[N:9]2)[CH:5]=[CH:4][N:3]=1, predict the reactants needed to synthesize it. The reactants are: [Cl:1][C:2]1[CH:7]=[C:6]([N:8]2[CH:12]=[C:11]([C:13]3[N:17]=[CH:16][NH:15][N:14]=3)[C:10]([C:18]3[CH:23]=[CH:22][CH:21]=[CH:20][C:19]=3[Cl:24])=[N:9]2)[CH:5]=[CH:4][N:3]=1.[H-].[Na+].[CH3:27][Si:28]([CH3:35])([CH3:34])[CH2:29][CH2:30][O:31][CH2:32]Cl.O.